Dataset: Full USPTO retrosynthesis dataset with 1.9M reactions from patents (1976-2016). Task: Predict the reactants needed to synthesize the given product. (1) Given the product [CH3:1][C@H:2]1[C@@:41]2([OH:43])[O:42][CH:5]([CH2:6][C@H:7]([O:68][CH3:69])[C:8]([CH3:67])=[CH:9][CH:10]=[CH:11][CH:12]=[CH:13][C@@H:14]([CH3:66])[CH2:15][C@@H:16]([CH3:65])[C:17]([C@H:19]([O:63][CH3:64])[C@H:20]([OH:62])[C:21]([CH3:61])=[CH:22][C@@H:23]([CH3:60])[C:24]([CH2:26][C@@H:27]([C@@H:44]([CH2:46][C@H:47]3[CH2:52][C@@H:51]([O:53][CH3:54])[C@@H:50]([N:55]4[N:59]=[N:58][N:57]=[CH:56]4)[CH2:49][CH2:48]3)[CH3:45])[O:28][C:29]([C@H:31]3[N:36]([C:37]([C:39]2=[O:40])=[O:38])[CH2:35][CH2:34][CH2:33][CH2:32]3)=[O:30])=[O:25])=[O:18])[CH2:4][CH2:3]1.[CH3:70][O:62][CH2:20][CH2:19][O:63][CH3:64], predict the reactants needed to synthesize it. The reactants are: [CH3:1][C@H:2]1[C@@:41]2([OH:43])[O:42][CH:5]([CH2:6][C@H:7]([O:68][CH3:69])[C:8]([CH3:67])=[CH:9][CH:10]=[CH:11][CH:12]=[CH:13][C@@H:14]([CH3:66])[CH2:15][C@@H:16]([CH3:65])[C:17]([C@H:19]([O:63][CH3:64])[C@H:20]([OH:62])[C:21]([CH3:61])=[CH:22][C@@H:23]([CH3:60])[C:24]([CH2:26][C@@H:27]([C@@H:44]([CH2:46][C@H:47]3[CH2:52][C@@H:51]([O:53][CH3:54])[C@@H:50]([N:55]4[N:59]=[N:58][N:57]=[CH:56]4)[CH2:49][CH2:48]3)[CH3:45])[O:28][C:29]([C@H:31]3[N:36]([C:37]([C:39]2=[O:40])=[O:38])[CH2:35][CH2:34][CH2:33][CH2:32]3)=[O:30])=[O:25])=[O:18])[CH2:4][CH2:3]1.[C:70]1(C)C=CC=CC=1. (2) Given the product [CH3:15][NH:16][CH2:13][C:5]1[O:6][C:7]2[CH:12]=[CH:11][CH:10]=[CH:9][C:8]=2[C:4]=1[CH2:1][CH2:2][CH3:3], predict the reactants needed to synthesize it. The reactants are: [CH2:1]([C:4]1[C:8]2[CH:9]=[CH:10][CH:11]=[CH:12][C:7]=2[O:6][C:5]=1[CH:13]=O)[CH2:2][CH3:3].[CH3:15][NH2:16].[BH4-].[Na+]. (3) The reactants are: [CH:1]([C:3]1[CH:8]=[CH:7][C:6]([CH2:9][CH2:10][C:11]([OH:13])=[O:12])=[CH:5][CH:4]=1)=[O:2].C(=O)(O[N:16]1[C:20](=[O:21])[CH2:19][CH2:18][C:17]1=[O:22])O[N:16]1[C:20](=[O:21])[CH2:19][CH2:18][C:17]1=[O:22]. Given the product [CH:1]([C:3]1[CH:8]=[CH:7][C:6]([CH2:9][CH2:10][C:11]([O:13][N:16]2[C:20](=[O:21])[CH2:19][CH2:18][C:17]2=[O:22])=[O:12])=[CH:5][CH:4]=1)=[O:2], predict the reactants needed to synthesize it. (4) Given the product [CH2:1]([O:3][C:4]([C:6]1[C:10]([CH2:11][OH:30])=[C:9]([C:13]2[CH:18]=[CH:17][C:16]([Cl:19])=[CH:15][CH:14]=2)[N:8]([C:20]2[CH:25]=[CH:24][C:23]([Cl:26])=[CH:22][C:21]=2[Cl:27])[N:7]=1)=[O:5])[CH3:2], predict the reactants needed to synthesize it. The reactants are: [CH2:1]([O:3][C:4]([C:6]1[C:10]([CH2:11]Br)=[C:9]([C:13]2[CH:18]=[CH:17][C:16]([Cl:19])=[CH:15][CH:14]=2)[N:8]([C:20]2[CH:25]=[CH:24][C:23]([Cl:26])=[CH:22][C:21]=2[Cl:27])[N:7]=1)=[O:5])[CH3:2].CC(C)=[O:30].O. (5) Given the product [CH:1]1([N:6]2[CH:7]=[C:8]([C:19]([NH:46][C@@H:47]([CH2:67][C:68]3[CH:69]=[CH:70][CH:71]=[CH:72][CH:73]=3)[C@H:48]([OH:66])[CH2:49][NH:50][C@H:51]3[C:60]4[C:55](=[CH:56][CH:57]=[C:58]([O:61][CH3:62])[CH:59]=4)[C:54](=[O:63])[C:53]([CH3:64])([CH3:65])[CH2:52]3)=[O:21])[CH:9]=[C:10]([C:31]3[CH:32]=[CH:33][CH:34]=[CH:35][N:36]=3)[C:11]2=[O:12])[CH2:2][CH2:3][CH2:4][CH2:5]1, predict the reactants needed to synthesize it. The reactants are: [CH:1]1([N:6]2[C:11](=[O:12])[C:10](N3CCCC3=O)=[CH:9][C:8]([C:19]([OH:21])=O)=[CH:7]2)[CH2:5][CH2:4][CH2:3][CH2:2]1.CN(C(ON1N=N[C:32]2[CH:33]=[CH:34][CH:35]=[N:36][C:31]1=2)=[N+](C)C)C.F[P-](F)(F)(F)(F)F.[NH2:46][C@@H:47]([CH2:67][C:68]1[CH:73]=[CH:72][CH:71]=[CH:70][CH:69]=1)[C@H:48]([OH:66])[CH2:49][NH:50][CH:51]1[C:60]2[C:55](=[CH:56][CH:57]=[C:58]([O:61][CH3:62])[CH:59]=2)[C:54](=[O:63])[C:53]([CH3:65])([CH3:64])[CH2:52]1.C(N(C(C)C)CC)(C)C. (6) Given the product [Cl:1][C:2]1[CH:7]=[CH:6][C:5]([CH:8]([CH:10]2[CH2:15][CH2:14][N:13]([CH3:16])[CH2:12][CH2:11]2)[OH:9])=[CH:4][CH:3]=1, predict the reactants needed to synthesize it. The reactants are: [Cl:1][C:2]1[CH:7]=[CH:6][C:5]([C:8]([CH:10]2[CH2:15][CH2:14][N:13]([CH3:16])[CH2:12][CH2:11]2)=[O:9])=[CH:4][CH:3]=1.[BH4-].[Na+].